Task: Regression. Given a peptide amino acid sequence and an MHC pseudo amino acid sequence, predict their binding affinity value. This is MHC class I binding data.. Dataset: Peptide-MHC class I binding affinity with 185,985 pairs from IEDB/IMGT (1) The MHC is H-2-Kd with pseudo-sequence H-2-Kd. The binding affinity (normalized) is 0.434. The peptide sequence is FYSRIRELRF. (2) The peptide sequence is FLFWFLKSGA. The MHC is HLA-A02:02 with pseudo-sequence HLA-A02:02. The binding affinity (normalized) is 0.994. (3) The binding affinity (normalized) is 0.0847. The peptide sequence is LLKLWIDKV. The MHC is HLA-B58:01 with pseudo-sequence HLA-B58:01.